Dataset: Full USPTO retrosynthesis dataset with 1.9M reactions from patents (1976-2016). Task: Predict the reactants needed to synthesize the given product. (1) Given the product [Cl:16][C:17]1[CH:18]=[C:19]([CH:20]=[CH:21][C:22]([N:10]2[CH2:9][C@H:8]([CH2:11][CH:12]([CH3:14])[CH3:13])[NH:7][C:6](=[O:15])[C@@H:5]2[CH2:1][CH:2]([CH3:4])[CH3:3])=[O:23])[CH:25]=[CH:26][C:27]=1[Cl:28], predict the reactants needed to synthesize it. The reactants are: [CH2:1]([C@@H:5]1[NH:10][CH2:9][C@H:8]([CH2:11][CH:12]([CH3:14])[CH3:13])[NH:7][C:6]1=[O:15])[CH:2]([CH3:4])[CH3:3].[Cl:16][C:17]1[CH:18]=[C:19]([CH:25]=[CH:26][C:27]=1[Cl:28])[CH:20]=[CH:21][C:22](O)=[O:23].C([C@@H]1N(C(=O)/C=C/C2C=CC=CC=2)C[C@H](CC(C)C)NC1=O)C(C)C. (2) Given the product [NH2:1][C:2]1[C:3]([C:15]([NH2:17])=[O:16])=[CH:4][C:5]2[C:13]3[C:8](=[CH:9][CH:10]=[CH:11][CH:12]=3)[N:7]([CH2:21][C:22]3[NH:27][CH2:26][CH2:25][CH2:24][N:23]=3)[C:6]=2[N:14]=1, predict the reactants needed to synthesize it. The reactants are: [NH2:1][C:2]1[C:3]([C:15]([NH2:17])=[O:16])=[CH:4][C:5]2[C:13]3[C:8](=[CH:9][CH:10]=[CH:11][CH:12]=3)[NH:7][C:6]=2[N:14]=1.[OH-].[K+].Cl[CH2:21][C:22]1[NH:23][CH2:24][CH2:25][CH2:26][N:27]=1.Cl. (3) The reactants are: [CH3:1][O:2][C:3]([CH:5]=P(C1C=CC=CC=1)(C1C=CC=CC=1)C1C=CC=CC=1)=[O:4].[Br:25][C:26]1[CH:27]=[C:28]2[C:33](=[CH:34][C:35]=1[F:36])[N:32]=[C:31]([NH:37][CH2:38][C:39]1[CH:44]=[CH:43][C:42]([O:45][CH3:46])=[CH:41][CH:40]=1)[C:30](C=O)=[CH:29]2.[CH2:49]1COCC1. Given the product [Br:25][C:26]1[CH:27]=[C:28]2[C:33](=[CH:34][C:35]=1[F:36])[N:32]=[C:31]([NH:37][CH2:38][C:39]1[CH:44]=[CH:43][C:42]([O:45][CH3:46])=[CH:41][CH:40]=1)[C:30](/[CH:49]=[CH:5]/[C:3]([O:2][CH3:1])=[O:4])=[CH:29]2, predict the reactants needed to synthesize it. (4) Given the product [NH2:14][C:6]1[CH:7]=[C:8]([CH:12]=[CH:13][C:5]=1[NH:4][CH2:1][CH3:2])[C:9]([OH:11])=[O:10], predict the reactants needed to synthesize it. The reactants are: [CH:1]([NH:4][C:5]1[CH:13]=[CH:12][C:8]([C:9]([OH:11])=[O:10])=[CH:7][C:6]=1[N+:14]([O-])=O)(C)[CH3:2].